Dataset: Catalyst prediction with 721,799 reactions and 888 catalyst types from USPTO. Task: Predict which catalyst facilitates the given reaction. (1) Reactant: [Br:1][C:2]1[C:10]2[N:9]=[N:8][N:7]([CH2:11][CH:12]([CH3:14])[CH3:13])[C:6]=2[CH:5]=[CH:4][C:3]=1[C:15]1[CH:20]=[CH:19][C:18]([CH2:21]Cl)=[CH:17][CH:16]=1.[CH3:23][N:24]1[C:28](=[O:29])[CH2:27][NH:26][C:25]1=[O:30].C(=O)([O-])[O-].[K+].[K+]. Product: [Br:1][C:2]1[C:10]2[N:9]=[N:8][N:7]([CH2:11][CH:12]([CH3:14])[CH3:13])[C:6]=2[CH:5]=[CH:4][C:3]=1[C:15]1[CH:20]=[CH:19][C:18]([CH2:21][N:26]2[CH2:27][C:28](=[O:29])[N:24]([CH3:23])[C:25]2=[O:30])=[CH:17][CH:16]=1. The catalyst class is: 245. (2) Reactant: [Br:1][C:2]1[CH:3]=[CH:4][C:5](F)=[N:6][CH:7]=1.[NH:9]1[CH:13]=[C:12]([CH:14]=[O:15])[N:11]=[CH:10]1.C([O-])([O-])=O.[K+].[K+].O. Product: [Br:1][C:2]1[CH:3]=[CH:4][C:5]([N:9]2[CH:13]=[C:12]([CH:14]=[O:15])[N:11]=[CH:10]2)=[N:6][CH:7]=1. The catalyst class is: 3. (3) Reactant: [N:1]1[CH:6]=[CH:5][CH:4]=[N:3][C:2]=1[N:7]1[CH2:12][CH2:11][CH:10]([NH2:13])[CH2:9][CH2:8]1.[OH:14][C:15]1[CH:20]=[CH:19][CH:18]=[CH:17][C:16]=1[C:21]1[CH:29]=[CH:28][C:24]([C:25](O)=[O:26])=[CH:23][N:22]=1.C(N(CC)CC)C.F[P-](F)(F)(F)(F)F.N1(OC(N(C)C)=[N+](C)C)C2C=CC=CC=2N=N1. Product: [OH:14][C:15]1[CH:20]=[CH:19][CH:18]=[CH:17][C:16]=1[C:21]1[CH:29]=[CH:28][C:24]([C:25]([NH:13][CH:10]2[CH2:9][CH2:8][N:7]([C:2]3[N:3]=[CH:4][CH:5]=[CH:6][N:1]=3)[CH2:12][CH2:11]2)=[O:26])=[CH:23][N:22]=1. The catalyst class is: 3. (4) Reactant: CO[C:3](=[S:18])[CH2:4][CH:5]([C:12]1[CH:17]=[CH:16][CH:15]=[CH:14][CH:13]=1)[C:6]1[CH:11]=[CH:10][CH:9]=[CH:8][CH:7]=1.CO.[NH3:21]. The catalyst class is: 6. Product: [C:6]1([CH:5]([CH2:4][C:3]([NH2:21])=[S:18])[C:12]2[CH:17]=[CH:16][CH:15]=[CH:14][CH:13]=2)[CH:11]=[CH:10][CH:9]=[CH:8][CH:7]=1. (5) Reactant: [C:1]([C:5]1[CH:6]=[C:7]([CH2:12][CH:13]([O:19][CH2:20][CH3:21])[C:14]([O:16][CH2:17][CH3:18])=[O:15])[CH:8]=[CH:9][C:10]=1[OH:11])([CH3:4])([CH3:3])[CH3:2].[CH3:22][S:23]([O:26][C:27]1[CH:32]=[CH:31][C:30]([CH2:33][CH2:34]OS(C)(=O)=O)=[CH:29][CH:28]=1)(=[O:25])=[O:24].C(=O)([O-])[O-].[K+].[K+]. Product: [C:1]([C:5]1[CH:6]=[C:7]([CH2:12][CH:13]([O:19][CH2:20][CH3:21])[C:14]([O:16][CH2:17][CH3:18])=[O:15])[CH:8]=[CH:9][C:10]=1[O:11][CH2:34][CH2:33][C:30]1[CH:29]=[CH:28][C:27]([O:26][S:23]([CH3:22])(=[O:24])=[O:25])=[CH:32][CH:31]=1)([CH3:2])([CH3:4])[CH3:3]. The catalyst class is: 131. (6) Reactant: C(OC([N:8]1[CH2:12][CH2:11][CH:10]([N:13]([CH2:24][CH3:25])[C:14]([NH:16][C:17]2[CH:22]=[CH:21][C:20]([Cl:23])=[CH:19][CH:18]=2)=[O:15])[CH2:9]1)=O)(C)(C)C.FC(F)(F)C(O)=O. Product: [Cl:23][C:20]1[CH:21]=[CH:22][C:17]([NH:16][C:14](=[O:15])[N:13]([CH2:24][CH3:25])[CH:10]2[CH2:11][CH2:12][NH:8][CH2:9]2)=[CH:18][CH:19]=1. The catalyst class is: 4.